This data is from Peptide-MHC class I binding affinity with 185,985 pairs from IEDB/IMGT. The task is: Regression. Given a peptide amino acid sequence and an MHC pseudo amino acid sequence, predict their binding affinity value. This is MHC class I binding data. (1) The peptide sequence is QRSTLERTSKASLER. The MHC is HLA-B57:01 with pseudo-sequence HLA-B57:01. The binding affinity (normalized) is 0.0210. (2) The MHC is HLA-A01:01 with pseudo-sequence HLA-A01:01. The binding affinity (normalized) is 0.129. The peptide sequence is MTSRMLLNRF. (3) The peptide sequence is RILQRALF. The MHC is Mamu-A02 with pseudo-sequence Mamu-A02. The binding affinity (normalized) is 0.335. (4) The peptide sequence is RADSMMLGY. The MHC is HLA-A80:01 with pseudo-sequence HLA-A80:01. The binding affinity (normalized) is 0.900. (5) The binding affinity (normalized) is 0.365. The peptide sequence is TFSAPLPIHTA. The MHC is Patr-A0901 with pseudo-sequence Patr-A0901. (6) The peptide sequence is SGGAARLAI. The MHC is H-2-Kd with pseudo-sequence H-2-Kd. The binding affinity (normalized) is 0.385.